This data is from Reaction yield outcomes from USPTO patents with 853,638 reactions. The task is: Predict the reaction yield, written as a fraction of the theoretical maximum amount of product (1.0 means a 100% yield; for example, 0.34 means a 34% yield). (1) The reactants are [C:1]([O:5][C:6](=[O:35])[C:7]1[CH:12]=[CH:11][C:10]([NH:13][CH:14]([C:25]2[CH:30]=[CH:29][C:28]([C:31]([CH3:34])([CH3:33])[CH3:32])=[CH:27][CH:26]=2)[C:15](=[O:24])[NH:16][C:17]2[CH:22]=[CH:21][C:20]([I:23])=[CH:19][CH:18]=2)=[CH:9][CH:8]=1)([CH3:4])([CH3:3])[CH3:2].C=O.[C:38]([BH3-])#N.[Na+].CCOC(C)=O. The catalyst is CC(O)=O. The product is [C:1]([O:5][C:6](=[O:35])[C:7]1[CH:12]=[CH:11][C:10]([N:13]([CH:14]([C:25]2[CH:30]=[CH:29][C:28]([C:31]([CH3:34])([CH3:33])[CH3:32])=[CH:27][CH:26]=2)[C:15](=[O:24])[NH:16][C:17]2[CH:22]=[CH:21][C:20]([I:23])=[CH:19][CH:18]=2)[CH3:38])=[CH:9][CH:8]=1)([CH3:4])([CH3:3])[CH3:2]. The yield is 1.00. (2) The reactants are Br[C:2]1[CH:3]=[C:4]([CH:18]=[CH:19][CH:20]=1)[C:5]([NH:7][CH2:8][CH2:9][CH2:10][N:11]1[CH2:16][CH2:15][N:14]([CH3:17])[CH2:13][CH2:12]1)=[O:6].[NH2:21][C:22]1[CH:23]=[C:24]([CH:35]=[CH:36][CH:37]=1)[C:25]([N:27]([CH3:34])[C:28]1[CH:33]=[CH:32][N:31]=[CH:30][CH:29]=1)=[O:26].CC(C1C=C(C(C)C)C(C2C=CC=CC=2P(C2CCCCC2)C2CCCCC2)=C(C(C)C)C=1)C.C([O-])([O-])=O.[K+].[K+]. The catalyst is CC(O)(C)C.C1C=CC(/C=C/C(/C=C/C2C=CC=CC=2)=O)=CC=1.C1C=CC(/C=C/C(/C=C/C2C=CC=CC=2)=O)=CC=1.C1C=CC(/C=C/C(/C=C/C2C=CC=CC=2)=O)=CC=1.[Pd].[Pd]. The product is [CH3:34][N:27]([C:28]1[CH:33]=[CH:32][N:31]=[CH:30][CH:29]=1)[C:25](=[O:26])[C:24]1[CH:35]=[CH:36][CH:37]=[C:22]([NH:21][C:2]2[CH:20]=[CH:19][CH:18]=[C:4]([C:5](=[O:6])[NH:7][CH2:8][CH2:9][CH2:10][N:11]3[CH2:16][CH2:15][N:14]([CH3:17])[CH2:13][CH2:12]3)[CH:3]=2)[CH:23]=1. The yield is 0.140. (3) The reactants are [C:1]1(B(O)O)[CH:6]=[CH:5][CH:4]=[CH:3][CH:2]=1.O1CCOCC1.[C:16]1(=[O:22])[CH2:21][CH2:20][CH2:19][CH:18]=[CH:17]1. The catalyst is C/C(/O)=C/C(C)=O.C1CC=CCCC=C1.[Rh].PP.O. The product is [C:1]1([C@@H:18]2[CH2:19][CH2:20][CH2:21][C:16](=[O:22])[CH2:17]2)[CH:6]=[CH:5][CH:4]=[CH:3][CH:2]=1. The yield is 0.980. (4) The reactants are Cl[C:2]1[N:7]=[C:6]([NH:8][C:9]2[CH:14]=[CH:13][CH:12]=[C:11]([C:15]#[N:16])[CH:10]=2)[C:5]([F:17])=[CH:4][N:3]=1.[NH2:18][C:19]1[CH:20]=[C:21]([OH:25])[CH:22]=[CH:23][CH:24]=1. No catalyst specified. The product is [C:15]([C:11]1[CH:10]=[C:9]([NH:8][C:6]2[C:5]([F:17])=[CH:4][N:3]=[C:2]([NH:18][C:19]3[CH:24]=[CH:23][CH:22]=[C:21]([OH:25])[CH:20]=3)[N:7]=2)[CH:14]=[CH:13][CH:12]=1)#[N:16]. The yield is 0.620. (5) The reactants are [Cl:1][C:2]1[C:3]([O:12][C:13]2[CH:18]=[C:17]([OH:19])[CH:16]=[CH:15][C:14]=2/[CH:20]=[CH:21]/[C:22]([O:24][CH2:25][CH3:26])=[O:23])=[N:4][CH:5]=[C:6]([C:8]([F:11])([F:10])[F:9])[CH:7]=1.C(=O)([O-])[O-].[K+].[K+].[I-].[Na+].Br[CH2:36][CH2:37][CH2:38][O:39][CH3:40].Cl. The catalyst is CN(C)C=O. The product is [Cl:1][C:2]1[C:3]([O:12][C:13]2[CH:18]=[C:17]([O:19][CH2:36][CH2:37][CH2:38][O:39][CH3:40])[CH:16]=[CH:15][C:14]=2/[CH:20]=[CH:21]/[C:22]([O:24][CH2:25][CH3:26])=[O:23])=[N:4][CH:5]=[C:6]([C:8]([F:9])([F:11])[F:10])[CH:7]=1. The yield is 0.700. (6) The reactants are [Br:1][C:2]1[CH:3]=[C:4]([CH:9]([C:11]2([C:17]3[CH:22]=[CH:21][CH:20]=[CH:19][CH:18]=3)SCCCS2)[OH:10])[CH:5]=[CH:6][C:7]=1[F:8].C([OH:27])(C)(C)C.C(OI1(OC(=O)C)(OC(=O)C)C2C=CC=CC=2C(=O)O1)(=O)C.S([O-])([O-])(=O)=S.[Na+].[Na+]. The catalyst is ClCCl.C(=O)([O-])O.[Na+]. The product is [Br:1][C:2]1[CH:3]=[C:4]([C:9](=[O:10])[C:11]([C:17]2[CH:22]=[CH:21][CH:20]=[CH:19][CH:18]=2)=[O:27])[CH:5]=[CH:6][C:7]=1[F:8]. The yield is 0.740. (7) The reactants are [Cl:1][C:2]1[N:7]=[C:6]([N:8]([CH3:15])[S:9]([N:12]([CH3:14])[CH3:13])(=[O:11])=[O:10])[CH:5]=[C:4](Cl)[N:3]=1.[CH3:17][C:18]1[NH:22][N:21]=[C:20]([NH2:23])[CH:19]=1.CCN(C(C)C)C(C)C. The catalyst is CCCCO. The product is [Cl:1][C:2]1[N:7]=[C:6]([N:8]([CH3:15])[S:9]([N:12]([CH3:14])[CH3:13])(=[O:11])=[O:10])[CH:5]=[C:4]([NH:23][C:20]2[CH:19]=[C:18]([CH3:17])[NH:22][N:21]=2)[N:3]=1. The yield is 0.0970. (8) The reactants are CC([O-])(C)C.[K+].[C:7]([CH2:9][C:10]([NH2:12])=[O:11])#[N:8].[CH3:13][C:14](=O)/[CH:15]=[CH:16]/[CH2:17][CH3:18].N#N.O=O. The catalyst is CC#N.Cl. The product is [CH2:14]([C:15]1[NH:12][C:10](=[O:11])[C:9]([C:7]#[N:8])=[C:17]([CH3:18])[CH:16]=1)[CH3:13]. The yield is 0.210. (9) The reactants are [CH2:1]([O:3][C:4](=[O:16])[C:5]([C:7]1[CH:12]=[CH:11][C:10]([S:13][CH3:14])=[C:9]([Cl:15])[CH:8]=1)=[O:6])[CH3:2].[BH4-].[Na+]. The catalyst is CO. The product is [CH2:1]([O:3][C:4](=[O:16])[CH:5]([C:7]1[CH:12]=[CH:11][C:10]([S:13][CH3:14])=[C:9]([Cl:15])[CH:8]=1)[OH:6])[CH3:2]. The yield is 0.380.